From a dataset of Catalyst prediction with 721,799 reactions and 888 catalyst types from USPTO. Predict which catalyst facilitates the given reaction. (1) Reactant: [Si]([O:18][CH2:19][C:20]1[C:21]([N:35]2[CH2:40][C@H:39]([CH3:41])[O:38][C@H:37]([CH3:42])[CH2:36]2)=[C:22]([F:34])[C:23]2[O:27][N:26]=[C:25]([C:28]([O:30][CH2:31][CH3:32])=[O:29])[C:24]=2[CH:33]=1)(C(C)(C)C)(C1C=CC=CC=1)C1C=CC=CC=1.C(O)(=O)C.CCCC[N+](CCCC)(CCCC)CCCC.[F-]. Product: [CH3:41][C@@H:39]1[CH2:40][N:35]([C:21]2[C:20]([CH2:19][OH:18])=[CH:33][C:24]3[C:25]([C:28]([O:30][CH2:31][CH3:32])=[O:29])=[N:26][O:27][C:23]=3[C:22]=2[F:34])[CH2:36][C@H:37]([CH3:42])[O:38]1. The catalyst class is: 20. (2) Reactant: [CH3:1][C:2]1[CH:10]=[CH:9][C:5]([C:6]([OH:8])=O)=[CH:4][C:3]=1[NH:11][C:12]1[CH:13]=[C:14]2[C:19](=[CH:20][CH:21]=1)[N:18]=[CH:17][N:16]([CH3:22])[C:15]2=[O:23].[NH2:24][C:25]1[CH:26]=[C:27]([C:31]([CH3:35])([CH3:34])[C:32]#[N:33])[CH:28]=[CH:29][CH:30]=1.CN(C(ON1N=NC2C=CC=NC1=2)=[N+](C)C)C.F[P-](F)(F)(F)(F)F.C(N(C(C)C)CC)(C)C. Product: [C:32]([C:31]([C:27]1[CH:26]=[C:25]([NH:24][C:6](=[O:8])[C:5]2[CH:9]=[CH:10][C:2]([CH3:1])=[C:3]([NH:11][C:12]3[CH:13]=[C:14]4[C:19](=[CH:20][CH:21]=3)[N:18]=[CH:17][N:16]([CH3:22])[C:15]4=[O:23])[CH:4]=2)[CH:30]=[CH:29][CH:28]=1)([CH3:35])[CH3:34])#[N:33]. The catalyst class is: 3. (3) Reactant: [Cl-:1].[Al+3].[Cl-].[Cl-].[Cl:5][C:6]1[CH:7]=[CH:8][C:9]2[S:13][C:12](=[O:14])[NH:11][C:10]=2[CH:15]=1.Br[CH2:17][C:18](Br)=[O:19]. Product: [Cl:5][C:6]1[C:7]([C:18](=[O:19])[CH2:17][Cl:1])=[CH:8][C:9]2[S:13][C:12](=[O:14])[NH:11][C:10]=2[CH:15]=1. The catalyst class is: 3. (4) Reactant: [OH-].[Na+].[O:3]1[CH:7]=[CH:6][CH:5]=[C:4]1/[C:8](=[N:16]\[O:17][CH2:18][C:19]1[CH:24]=[CH:23][C:22]([O:25][CH2:26][C:27]2[N:28]=[C:29]([C:33]3[CH:38]=[CH:37][CH:36]=[CH:35][CH:34]=3)[O:30][C:31]=2[CH3:32])=[CH:21][CH:20]=1)/[CH2:9][CH2:10][C:11]([O:13]CC)=[O:12].CO.Cl. Product: [O:3]1[CH:7]=[CH:6][CH:5]=[C:4]1/[C:8](=[N:16]\[O:17][CH2:18][C:19]1[CH:24]=[CH:23][C:22]([O:25][CH2:26][C:27]2[N:28]=[C:29]([C:33]3[CH:34]=[CH:35][CH:36]=[CH:37][CH:38]=3)[O:30][C:31]=2[CH3:32])=[CH:21][CH:20]=1)/[CH2:9][CH2:10][C:11]([OH:13])=[O:12]. The catalyst class is: 7. (5) Reactant: [CH2:1]([CH2:3][NH2:4])[OH:2].[CH:5]1[CH:10]=[CH:9][C:8]([CH2:11][O:12][C:13](Cl)=[O:14])=[CH:7][CH:6]=1.CCN(C(C)C)C(C)C. Product: [OH:2][CH2:1][CH2:3][NH:4][C:13](=[O:14])[O:12][CH2:11][C:8]1[CH:9]=[CH:10][CH:5]=[CH:6][CH:7]=1. The catalyst class is: 2. (6) Reactant: Br.Br[CH2:3][C:4]([C:6]1[CH:11]=[CH:10][N:9]=[CH:8][CH:7]=1)=O.[F:12][C:13]([F:25])([F:24])[C:14]1[CH:19]=[CH:18][C:17]([NH:20][C:21]([NH2:23])=[S:22])=[CH:16][CH:15]=1.N. Product: [N:9]1[CH:10]=[CH:11][C:6]([C:4]2[N:23]=[C:21]([NH:20][C:17]3[CH:16]=[CH:15][C:14]([C:13]([F:24])([F:12])[F:25])=[CH:19][CH:18]=3)[S:22][CH:3]=2)=[CH:7][CH:8]=1. The catalyst class is: 88.